This data is from Forward reaction prediction with 1.9M reactions from USPTO patents (1976-2016). The task is: Predict the product of the given reaction. (1) Given the reactants [C:1]1([C@@H:7]2[CH2:13][C@@H:12]3[C@H:8]2[CH2:9][N:10]([C:14](=[O:17])[CH2:15][CH3:16])[CH2:11]3)[CH:6]=[CH:5][CH:4]=[CH:3][CH:2]=1.[N+:18]([O-])([OH:20])=[O:19].S(=O)(=O)(O)O, predict the reaction product. The product is: [N+:18]([C:4]1[CH:3]=[CH:2][C:1]([C@@H:7]2[CH2:13][C@@H:12]3[C@H:8]2[CH2:9][N:10]([C:14](=[O:17])[CH2:15][CH3:16])[CH2:11]3)=[CH:6][CH:5]=1)([O-:20])=[O:19]. (2) Given the reactants [CH3:1][C:2]1[CH:3]=[C:4]([CH:7]=[C:8]([CH3:22])[C:9]=1[O:10][C:11]1[CH:16]=[CH:15][C:14]([O:17][CH3:18])=[C:13]([CH:19]([CH3:21])[CH3:20])[CH:12]=1)[CH:5]=[O:6].[BH4-].[Na+], predict the reaction product. The product is: [CH3:22][C:8]1[CH:7]=[C:4]([CH:3]=[C:2]([CH3:1])[C:9]=1[O:10][C:11]1[CH:16]=[CH:15][C:14]([O:17][CH3:18])=[C:13]([CH:19]([CH3:20])[CH3:21])[CH:12]=1)[CH2:5][OH:6]. (3) Given the reactants [C:1]1([C@@:7]23[CH2:13][C@@H:10]([CH2:11][CH2:12]2)[O:9][C:8]3=[O:14])[CH:6]=[CH:5][CH:4]=[CH:3][CH:2]=1.Cl.[CH3:16][OH:17], predict the reaction product. The product is: [OH:17][C@@H:16]1[CH2:11][CH2:12][C@:7]([C:1]2[CH:6]=[CH:5][CH:4]=[CH:3][CH:2]=2)([C:8]([O:9][CH3:10])=[O:14])[CH2:13]1.